This data is from Full USPTO retrosynthesis dataset with 1.9M reactions from patents (1976-2016). The task is: Predict the reactants needed to synthesize the given product. (1) Given the product [O:11]([C:18]1[CH:19]=[CH:20][C:21]([O:24][C:2]2[C:3]3[N:10]([CH2:26][C@H:27]4[CH2:30][CH2:29][N:28]4[C:31](=[O:33])[CH:38]=[CH2:39])[CH:9]=[CH:8][C:4]=3[N:5]=[CH:6][N:7]=2)=[CH:22][CH:23]=1)[C:12]1[CH:17]=[CH:16][CH:15]=[CH:14][CH:13]=1, predict the reactants needed to synthesize it. The reactants are: Cl[C:2]1[C:3]2[NH:10][CH:9]=[CH:8][C:4]=2[N:5]=[CH:6][N:7]=1.[O:11]([C:18]1[CH:23]=[CH:22][C:21]([OH:24])=[CH:20][CH:19]=1)[C:12]1[CH:17]=[CH:16][CH:15]=[CH:14][CH:13]=1.O[CH2:26][C@H:27]1[CH2:30][CH2:29][N:28]1[C:31]([O:33]C(C)(C)C)=O.[C:38](Cl)(=O)[CH:39]=C. (2) The reactants are: [Br:1][C:2]1[CH:3]=[C:4]2[C:9](=[CH:10][CH:11]=1)[N:8]=[C:7]([Cl:12])[C:6]([CH:13]=[O:14])=[C:5]2[Cl:15].[BH3-]C#N.[Na+]. Given the product [Br:1][C:2]1[CH:3]=[C:4]2[C:9](=[CH:10][CH:11]=1)[N:8]=[C:7]([Cl:12])[C:6]([CH2:13][OH:14])=[C:5]2[Cl:15], predict the reactants needed to synthesize it. (3) The reactants are: Cl[C:2]1[C:11]2[C:6](=[CH:7][C:8]([O:14][CH3:15])=[C:9]([O:12][CH3:13])[CH:10]=2)[N:5]=[CH:4][CH:3]=1.[OH:16][C:17]1[CH:30]=[C:29]([O:31][CH3:32])[CH:28]=[CH:27][C:18]=1[C:19]([C:21]1[CH:26]=[CH:25][CH:24]=[CH:23][CH:22]=1)=[O:20]. Given the product [CH3:13][O:12][C:9]1[CH:10]=[C:11]2[C:6](=[CH:7][C:8]=1[O:14][CH3:15])[N:5]=[CH:4][CH:3]=[C:2]2[O:16][C:17]1[CH:30]=[C:29]([O:31][CH3:32])[CH:28]=[CH:27][C:18]=1[C:19]([C:21]1[CH:22]=[CH:23][CH:24]=[CH:25][CH:26]=1)=[O:20], predict the reactants needed to synthesize it. (4) Given the product [CH:15]([C:8]1[CH:9]=[CH:10][C:11]([C:13]#[N:14])=[CH:12][C:7]=1[CH:19]=[CH2:20])=[O:16], predict the reactants needed to synthesize it. The reactants are: FC(F)(F)S(O[C:7]1[CH:12]=[C:11]([C:13]#[N:14])[CH:10]=[CH:9][C:8]=1[CH:15]=[O:16])(=O)=O.[CH2:19](C([SnH3])=C(CCCC)CCCC)[CH2:20]CC. (5) Given the product [Cl:32][C:30]1[C:29](=[O:33])[N:28]([CH3:34])[CH:27]=[C:26]([N:23]2[C:24](=[O:25])[C:16]3[CH:15]=[C:14]([C:8]4[CH:7]=[C:6]([CH2:5][C:4]([OH:42])=[O:3])[CH:11]=[CH:10][C:9]=4[O:12][CH3:13])[N:18]([CH:19]([CH3:21])[CH3:20])[C:17]=3[CH:22]2[C:35]2[CH:40]=[CH:39][C:38]([Cl:41])=[CH:37][CH:36]=2)[CH:31]=1, predict the reactants needed to synthesize it. The reactants are: C([O:3][C:4](=[O:42])[CH2:5][C:6]1[CH:11]=[CH:10][C:9]([O:12][CH3:13])=[C:8]([C:14]2[N:18]([CH:19]([CH3:21])[CH3:20])[C:17]3[CH:22]([C:35]4[CH:40]=[CH:39][C:38]([Cl:41])=[CH:37][CH:36]=4)[N:23]([C:26]4[CH:31]=[C:30]([Cl:32])[C:29](=[O:33])[N:28]([CH3:34])[CH:27]=4)[C:24](=[O:25])[C:16]=3[CH:15]=2)[CH:7]=1)C.[Li+].[OH-].C(O)(=O)CC(CC(O)=O)(C(O)=O)O.